Dataset: Catalyst prediction with 721,799 reactions and 888 catalyst types from USPTO. Task: Predict which catalyst facilitates the given reaction. (1) Reactant: [F:1][C:2]1[CH:7]=[C:6]([C:8]2[C:9]3[C:10]4[CH:24]=[CH:23][S:22][C:11]=4[C:12](=[O:21])[NH:13][C:14]=3[C:15]([CH3:20])=[CH:16][C:17]=2[O:18][CH3:19])[CH:5]=[CH:4][C:3]=1[C@@H:25]([CH3:36])[CH2:26][N:27](C)[C:28](=O)OC(C)(C)C.[ClH:37]. Product: [ClH:37].[F:1][C:2]1[CH:7]=[C:6]([C:8]2[C:9]3[C:10]4[CH:24]=[CH:23][S:22][C:11]=4[C:12](=[O:21])[NH:13][C:14]=3[C:15]([CH3:20])=[CH:16][C:17]=2[O:18][CH3:19])[CH:5]=[CH:4][C:3]=1[C@@H:25]([CH3:36])[CH2:26][NH:27][CH3:28]. The catalyst class is: 28. (2) Reactant: Cl[C:2]1[N:7]=[CH:6][N:5]=[C:4]([N:8]2[C:12]([NH2:13])=[N:11][C:10]([NH:14][C:15]3[CH:20]=[CH:19][CH:18]=[CH:17][CH:16]=3)=[N:9]2)[CH:3]=1.[NH:21]1[CH2:26][CH2:25][NH:24][CH2:23][CH2:22]1.O. Product: [C:15]1([NH:14][C:10]2[N:11]=[C:12]([NH2:13])[N:8]([C:4]3[CH:3]=[C:2]([N:21]4[CH2:26][CH2:25][NH:24][CH2:23][CH2:22]4)[N:7]=[CH:6][N:5]=3)[N:9]=2)[CH:20]=[CH:19][CH:18]=[CH:17][CH:16]=1. The catalyst class is: 37. (3) Reactant: [CH2:1]([O:5][CH2:6][CH2:7][O:8][C:9]1[CH:14]=[CH:13][C:12]([C:15]2[CH:16]=[CH:17][C:18]3[N:24]([CH2:25][CH:26]([CH3:28])[CH3:27])[CH2:23][CH2:22][C:21]([C:29]([NH:31][C:32]4[CH:37]=[CH:36][C:35]([S:38][C:39]5[N:44]6[CH:45]=[C:46]([CH3:48])[N:47]=[C:43]6[CH:42]=[CH:41][CH:40]=5)=[CH:34][CH:33]=4)=[O:30])=[CH:20][C:19]=3[CH:49]=2)=[CH:11][CH:10]=1)[CH2:2][CH2:3][CH3:4].ClC1C=CC=C(C(OO)=[O:58])C=1.S([O-])([O-])(=O)=S.[Na+].[Na+]. Product: [CH2:1]([O:5][CH2:6][CH2:7][O:8][C:9]1[CH:14]=[CH:13][C:12]([C:15]2[CH:16]=[CH:17][C:18]3[N:24]([CH2:25][CH:26]([CH3:27])[CH3:28])[CH2:23][CH2:22][C:21]([C:29]([NH:31][C:32]4[CH:33]=[CH:34][C:35]([S:38]([C:39]5[N:44]6[CH:45]=[C:46]([CH3:48])[N:47]=[C:43]6[CH:42]=[CH:41][CH:40]=5)=[O:58])=[CH:36][CH:37]=4)=[O:30])=[CH:20][C:19]=3[CH:49]=2)=[CH:11][CH:10]=1)[CH2:2][CH2:3][CH3:4]. The catalyst class is: 4. (4) Reactant: [Cl:1][C:2]1[CH:7]=[CH:6][C:5]([CH2:8][C:9]([OH:11])=O)=[CH:4][C:3]=1[C:12]([F:15])([F:14])[F:13].[NH2:16][C:17]1[CH:26]=[CH:25][CH:24]=[C:23]2[C:18]=1[CH:19]=[CH:20][N:21]([CH2:28][C:29]1[CH:30]=[N:31][C:32]([C:35]([F:38])([F:37])[F:36])=[CH:33][CH:34]=1)[C:22]2=[O:27].C(N(CC)C(C)C)(C)C.CO. Product: [Cl:1][C:2]1[CH:7]=[CH:6][C:5]([CH2:8][C:9]([NH:16][C:17]2[CH:26]=[CH:25][CH:24]=[C:23]3[C:18]=2[CH:19]=[CH:20][N:21]([CH2:28][C:29]2[CH:30]=[N:31][C:32]([C:35]([F:38])([F:37])[F:36])=[CH:33][CH:34]=2)[C:22]3=[O:27])=[O:11])=[CH:4][C:3]=1[C:12]([F:15])([F:14])[F:13]. The catalyst class is: 309. (5) Reactant: [NH2:1][C:2]1[CH:7]=[CH:6][C:5]([C:8]2[C:17]([N:18]([CH:20]([CH3:22])[CH3:21])[CH3:19])=[N:16][C:15]3[C:10](=[CH:11][CH:12]=[C:13]([C:23]([O:25][CH3:26])=[O:24])[CH:14]=3)[N:9]=2)=[CH:4][C:3]=1[N+:27]([O-])=O.[NH4+].[Cl-]. Product: [NH2:27][C:3]1[CH:4]=[C:5]([C:8]2[C:17]([N:18]([CH:20]([CH3:22])[CH3:21])[CH3:19])=[N:16][C:15]3[C:10](=[CH:11][CH:12]=[C:13]([C:23]([O:25][CH3:26])=[O:24])[CH:14]=3)[N:9]=2)[CH:6]=[CH:7][C:2]=1[NH2:1]. The catalyst class is: 406.